Dataset: Forward reaction prediction with 1.9M reactions from USPTO patents (1976-2016). Task: Predict the product of the given reaction. (1) Given the reactants [NH2:1][C:2]1[CH:3]=[CH:4][C:5]([CH3:26])=[C:6]([C:8]([C:10]2[CH:15]=[CH:14][C:13]([NH:16][C:17]3[CH:22]=[CH:21][C:20]([F:23])=[CH:19][C:18]=3F)=[CH:12][C:11]=2[Cl:25])=[O:9])[CH:7]=1.ClC1C=C(NC2C=CC(F)=CC=2)C=CC=1C(C1C=C([N+]([O-])=O)C=CC=1C)=O, predict the reaction product. The product is: [NH2:1][C:2]1[CH:3]=[CH:4][C:5]([CH3:26])=[C:6]([C:8]([C:10]2[CH:15]=[CH:14][C:13]([NH:16][C:17]3[CH:22]=[CH:21][C:20]([F:23])=[CH:19][CH:18]=3)=[CH:12][C:11]=2[Cl:25])=[O:9])[CH:7]=1. (2) Given the reactants [O:1]1[C:6]2[CH:7]=[CH:8][CH:9]=[CH:10][C:5]=2[O:4][CH2:3][C@@H:2]1[C:11](O)=[O:12].[H-].[H-].[H-].[H-].[Li+].[Al+3], predict the reaction product. The product is: [O:1]1[C:6]2[CH:7]=[CH:8][CH:9]=[CH:10][C:5]=2[O:4][CH2:3][C@@H:2]1[CH2:11][OH:12]. (3) Given the reactants [F:1][C:2]([F:7])([F:6])[C:3]([OH:5])=[O:4].Cl[C:9]1[N:14]=[C:13]([F:15])[C:12]2[O:16][C:17]3[C:22]([C:23]4([C:31]5[C:26](=[CH:27][CH:28]=[CH:29][CH:30]=5)[C:25]([NH2:32])=[N:24]4)[C:11]=2[CH:10]=1)=[CH:21][C:20]([C:33]1[C:34]([F:39])=[N:35][CH:36]=[CH:37][CH:38]=1)=[CH:19][CH:18]=3.[F:40][C:41]1[CH:46]=[C:45](B(O)O)[CH:44]=[CH:43][N:42]=1.P([O-])([O-])([O-])=O.[K+].[K+].[K+], predict the reaction product. The product is: [F:1][C:2]([F:7])([F:6])[C:3]([OH:5])=[O:4].[F:15][C:13]1[C:12]2[O:16][C:17]3[C:22]([C:23]4([C:31]5[C:26](=[CH:27][CH:28]=[CH:29][CH:30]=5)[C:25]([NH2:32])=[N:24]4)[C:11]=2[CH:10]=[C:9]([C:45]2[CH:44]=[CH:43][N:42]=[C:41]([F:40])[CH:46]=2)[N:14]=1)=[CH:21][C:20]([C:33]1[C:34]([F:39])=[N:35][CH:36]=[CH:37][CH:38]=1)=[CH:19][CH:18]=3. (4) Given the reactants [C:1]([N:4]1[C:12]2[C:7](=[CH:8][CH:9]=[CH:10][CH:11]=2)[CH2:6][CH2:5]1)(=[O:3])[CH3:2].[Br:13][CH2:14][CH2:15][CH2:16][CH2:17][CH2:18][C:19](Cl)=[O:20], predict the reaction product. The product is: [C:1]([N:4]1[C:12]2[C:7](=[CH:8][C:9]([C:19](=[O:20])[CH2:18][CH2:17][CH2:16][CH2:15][CH2:14][Br:13])=[CH:10][CH:11]=2)[CH2:6][CH2:5]1)(=[O:3])[CH3:2].